Dataset: CYP3A4 inhibition data for predicting drug metabolism from PubChem BioAssay. Task: Regression/Classification. Given a drug SMILES string, predict its absorption, distribution, metabolism, or excretion properties. Task type varies by dataset: regression for continuous measurements (e.g., permeability, clearance, half-life) or binary classification for categorical outcomes (e.g., BBB penetration, CYP inhibition). Dataset: cyp3a4_veith. (1) The result is 1 (inhibitor). The compound is COCCn1c(=O)c(-c2cccc(C#N)c2)nc2cnc(OCc3ccccc3)nc21. (2) The compound is COCCn1c(=O)c(-c2cc(F)cc(F)c2)nc2cnc(Oc3cccc(Cl)c3)nc21. The result is 1 (inhibitor). (3) The molecule is CCC(=O)Nc1ccc(C(=O)OCC(=O)c2ccc(C)c([N+](=O)[O-])c2)cc1. The result is 1 (inhibitor).